The task is: Predict the product of the given reaction.. This data is from Forward reaction prediction with 1.9M reactions from USPTO patents (1976-2016). (1) Given the reactants NC1C2N(C3C=CC(NC(C4N(C)C5C(C=4)=CC=CC=5)=O)=C(OC)C=3)N=C(C3CCNCC3)C=2N=CN=1.C(=O)C.[C:41]([OH:48])(=[O:47])/[CH:42]=[CH:43]\[C:44]([OH:46])=[O:45].[NH2:49][C:50]1[C:51]2[N:58]([C:59]3[CH:64]=[CH:63][C:62]([NH:65][C:66]([C:68]4[N:69]([CH3:77])[C:70]5[C:75]([CH:76]=4)=[CH:74][CH:73]=[CH:72][CH:71]=5)=[O:67])=[C:61]([O:78][CH3:79])[CH:60]=3)[N:57]=[C:56]([CH:80]3[CH2:85][CH2:84][N:83]([CH:86]4CCOC[CH2:87]4)[CH2:82][CH2:81]3)[C:52]=2[N:53]=[CH:54][N:55]=1.CO[C@@H]1[C@@H](C(OC)=O)[C@@H]2[C@@H](CN3[C@H](C2)C2NC4C=C(OC)C=CC=4C=2CC3)C[C@H]1OC(C1C=C(OC)C(OC)=C(OC)C=1)=O, predict the reaction product. The product is: [C:41]([OH:48])(=[O:47])/[CH:42]=[CH:43]\[C:44]([OH:46])=[O:45].[NH2:49][C:50]1[C:51]2[N:58]([C:59]3[CH:64]=[CH:63][C:62]([NH:65][C:66]([C:68]4[N:69]([CH3:77])[C:70]5[C:75]([CH:76]=4)=[CH:74][CH:73]=[CH:72][CH:71]=5)=[O:67])=[C:61]([O:78][CH3:79])[CH:60]=3)[N:57]=[C:56]([CH:80]3[CH2:85][CH2:84][N:83]([CH2:86][CH3:87])[CH2:82][CH2:81]3)[C:52]=2[N:53]=[CH:54][N:55]=1. (2) Given the reactants [Cl-].[NH4+].[Cl:3][C:4]1[CH:10]=[CH:9][C:8]([N+:11]([O-])=O)=[CH:7][C:5]=1[NH2:6], predict the reaction product. The product is: [Cl:3][C:4]1[CH:10]=[CH:9][C:8]([NH2:11])=[CH:7][C:5]=1[NH2:6]. (3) Given the reactants [CH:1]1([S:6]([C:9]2[CH:14]=[CH:13][C:12]([C:15]#[C:16][CH2:17][CH2:18][O:19][CH2:20][CH2:21][CH2:22][CH2:23][CH2:24][CH2:25][NH:26][CH2:27][C@@H:28]([C:30]3[CH:41]=[CH:40][C:33]4[O:34][C:35]([CH3:39])([CH3:38])[O:36][CH2:37][C:32]=4[CH:31]=3)[OH:29])=[CH:11][CH:10]=2)(=[O:8])=[O:7])[CH2:5][CH2:4][CH2:3][CH2:2]1, predict the reaction product. The product is: [CH:1]1([S:6]([C:9]2[CH:10]=[CH:11][C:12]([CH2:15][CH2:16][CH2:17][CH2:18][O:19][CH2:20][CH2:21][CH2:22][CH2:23][CH2:24][CH2:25][NH:26][CH2:27][C@@H:28]([C:30]3[CH:41]=[CH:40][C:33]4[O:34][C:35]([CH3:38])([CH3:39])[O:36][CH2:37][C:32]=4[CH:31]=3)[OH:29])=[CH:13][CH:14]=2)(=[O:8])=[O:7])[CH2:5][CH2:4][CH2:3][CH2:2]1. (4) Given the reactants [NH2:17][C:16]1[CH:18]=[CH:19][C:20]([O:22][C:23]([F:24])([F:25])[F:26])=[CH:21][C:15]=1[S:14][S:14][C:15]1[CH:21]=[C:20]([O:22][C:23]([F:26])([F:25])[F:24])[CH:19]=[CH:18][C:16]=1[NH2:17].[NH:27]([N:31]1[CH:36]([C:37]2[CH:42]=[CH:41][CH:40]=[CH:39][N:38]=2)[CH2:35][C:34](=O)[CH2:33][C:32]1=[O:44])[C:28]([CH3:30])=[O:29], predict the reaction product. The product is: [O:44]=[C:32]1[C:33]2[S:14][C:15]3[CH:21]=[C:20]([O:22][C:23]([F:24])([F:25])[F:26])[CH:19]=[CH:18][C:16]=3[NH:17][C:34]=2[CH2:35][CH:36]([C:37]2[CH:42]=[CH:41][CH:40]=[CH:39][N:38]=2)[N:31]1[NH:27][C:28](=[O:29])[CH3:30]. (5) Given the reactants I[C:2]1[C:10]2[C:9](=[O:11])[N:8]([CH2:12][C:13]([F:16])([F:15])[F:14])[CH:7]=[N:6][C:5]=2[N:4]([CH3:17])[CH:3]=1.[N:18]1[CH:23]=[CH:22][CH:21]=[C:20](B(O)O)[CH:19]=1.C(=O)([O-])[O-].[Na+].[Na+], predict the reaction product. The product is: [CH3:17][N:4]1[C:5]2[N:6]=[CH:7][N:8]([CH2:12][C:13]([F:16])([F:15])[F:14])[C:9](=[O:11])[C:10]=2[C:2]([C:20]2[CH:19]=[N:18][CH:23]=[CH:22][CH:21]=2)=[CH:3]1.